From a dataset of Retrosynthesis with 50K atom-mapped reactions and 10 reaction types from USPTO. Predict the reactants needed to synthesize the given product. (1) Given the product CC(C)(C)OC(=O)N1C[C@@H]2C[C@@H]2[C@H]1CN, predict the reactants needed to synthesize it. The reactants are: CC(C)(C)OC(=O)N1C[C@@H]2C[C@@H]2[C@H]1CNCc1ccccc1. (2) Given the product COC(=O)C1CN(c2nnc(Cl)c3ccccc23)CCN1C(=O)OC(C)(C)C, predict the reactants needed to synthesize it. The reactants are: COC(=O)C1CNCCN1C(=O)OC(C)(C)C.Clc1nnc(Cl)c2ccccc12. (3) Given the product CC(C)(C)OC(=O)N[C@@H](Cc1ccccc1)C(=O)N1CCSC1, predict the reactants needed to synthesize it. The reactants are: C1CSCN1.CC(C)(C)OC(=O)N[C@@H](Cc1ccccc1)C(=O)O. (4) The reactants are: CC(C)(F)CN1CCC(COc2ccc(-c3ccc(C(=O)O)cc3F)cc2F)CC1.O[C@H]1CCCNC1. Given the product CC(C)(F)CN1CCC(COc2ccc(-c3ccc(C(=O)N4CCC[C@H](O)C4)cc3F)cc2F)CC1, predict the reactants needed to synthesize it. (5) Given the product CC(C)OC(=O)N1CCC([C@H](C)CCOc2cnc(N3C[C@H](NC(=O)OC(C)(C)C)[C@@H](N4CCCCC4=O)C3)nc2)CC1, predict the reactants needed to synthesize it. The reactants are: CC(C)(C)OC(=O)N[C@H]1CNC[C@@H]1N1CCCCC1=O.CC(C)OC(=O)N1CCC([C@H](C)CCOc2cnc(Cl)nc2)CC1. (6) Given the product CNc1nccc(-c2cccnc2Oc2ccc(Nc3nc(-c4ccccc4)c(C)[nH]3)cc2)n1, predict the reactants needed to synthesize it. The reactants are: CC(Br)C(=O)c1ccccc1.CNc1nccc(-c2cccnc2Oc2ccc(NC(=N)N)cc2)n1.